This data is from Catalyst prediction with 721,799 reactions and 888 catalyst types from USPTO. The task is: Predict which catalyst facilitates the given reaction. Reactant: C(N(CC)CC)C.[C:8](Cl)(=[O:12])[CH:9]([CH3:11])[CH3:10].[NH2:14][C:15]([CH3:36])([CH3:35])[CH2:16][N:17]1[C:29]2[C:28]3[N:27]=[CH:26][CH:25]=[CH:24][C:23]=3[N:22]=[C:21]([NH2:30])[C:20]=2[N:19]=[C:18]1[CH2:31][O:32][CH2:33][CH3:34]. Product: [NH2:30][C:21]1[C:20]2[N:19]=[C:18]([CH2:31][O:32][CH2:33][CH3:34])[N:17]([CH2:16][C:15]([NH:14][C:8](=[O:12])[CH:9]([CH3:11])[CH3:10])([CH3:35])[CH3:36])[C:29]=2[C:28]2[N:27]=[CH:26][CH:25]=[CH:24][C:23]=2[N:22]=1. The catalyst class is: 4.